This data is from Forward reaction prediction with 1.9M reactions from USPTO patents (1976-2016). The task is: Predict the product of the given reaction. (1) Given the reactants C(O)C.C([O:6][C:7](=O)[CH2:8][CH2:9][N:10]([C:17]1[C:22]([NH2:23])=[CH:21][N:20]=[C:19]([Cl:24])[N:18]=1)[CH:11]1[CH2:15][CH2:14][CH2:13][CH:12]1[CH3:16])C, predict the reaction product. The product is: [Cl:24][C:19]1[N:20]=[CH:21][C:22]2[NH:23][C:7](=[O:6])[CH2:8][CH2:9][N:10]([CH:11]3[CH2:15][CH2:14][CH2:13][CH:12]3[CH3:16])[C:17]=2[N:18]=1. (2) Given the reactants [F:1][C:2]1[CH:3]=[CH:4][C:5]([N:8]2[CH:12]=[C:11]([C:13]([O:15]C)=[O:14])[C:10]([C:17]3[CH:22]=[CH:21][CH:20]=[CH:19][CH:18]=3)=[N:9]2)=[N:6][CH:7]=1.[OH-].[Na+:24].[ClH:25], predict the reaction product. The product is: [Cl-:25].[Na+:24].[F:1][C:2]1[CH:3]=[CH:4][C:5]([N:8]2[CH:12]=[C:11]([C:13]([OH:15])=[O:14])[C:10]([C:17]3[CH:18]=[CH:19][CH:20]=[CH:21][CH:22]=3)=[N:9]2)=[N:6][CH:7]=1. (3) The product is: [Br:38][CH2:1][C:23]([CH:19]1[CH2:20][CH2:21][CH2:22][N:17]([C:15]([O:14][CH2:7][C:8]2[CH:9]=[CH:10][CH:11]=[CH:12][CH:13]=2)=[O:16])[CH2:18]1)=[O:25]. Given the reactants [C:1](Cl)(=O)C(Cl)=O.[CH2:7]([O:14][C:15]([N:17]1[CH2:22][CH2:21][CH2:20][C@@H:19]([C:23]([OH:25])=O)[CH2:18]1)=[O:16])[C:8]1[CH:13]=[CH:12][CH:11]=[CH:10][CH:9]=1.CN(C=O)C.C[Si](C=[N+]=[N-])(C)C.[BrH:38], predict the reaction product. (4) Given the reactants O.O.Cl[Sn]Cl.Cl.[N+:7]([C:10]1[CH:11]=[C:12]([C:17]2[CH:23]=[CH:22][C:20]([NH2:21])=[C:19]([N+:24]([O-])=O)[CH:18]=2)[CH:13]=[CH:14][C:15]=1[NH2:16])([O-])=O, predict the reaction product. The product is: [NH2:7][C:10]1[CH:11]=[C:12]([C:17]2[CH:23]=[CH:22][C:20]([NH2:21])=[C:19]([NH2:24])[CH:18]=2)[CH:13]=[CH:14][C:15]=1[NH2:16].